This data is from Full USPTO retrosynthesis dataset with 1.9M reactions from patents (1976-2016). The task is: Predict the reactants needed to synthesize the given product. (1) The reactants are: Br[C:2]1[CH:3]=[C:4]([CH:6]=[C:7]([N:9]2[CH:13]=[CH:12][CH:11]=[N:10]2)[CH:8]=1)[NH2:5].[NH:14]1[CH2:21][CH2:20]C[C@H:15]1[C:16](O)=[O:17].[O-]P([O-])([O-])=O.[K+].[K+].[K+]. Given the product [O:17]1[CH2:16][CH2:15][N:14]([C:2]2[CH:3]=[C:4]([CH:6]=[C:7]([N:9]3[CH:13]=[CH:12][CH:11]=[N:10]3)[CH:8]=2)[NH2:5])[CH2:21][CH2:20]1, predict the reactants needed to synthesize it. (2) Given the product [CH2:30]([O:29][C:27](=[O:28])[CH2:26][NH:18][C:15]1[CH:14]=[CH:13][C:12](/[C:5](/[C:6]2[CH:11]=[CH:10][CH:9]=[CH:8][CH:7]=2)=[C:4](\[C:19]2[CH:24]=[CH:23][CH:22]=[CH:21][CH:20]=2)/[CH2:3][CH2:2][Cl:1])=[CH:17][CH:16]=1)[CH3:31], predict the reactants needed to synthesize it. The reactants are: [Cl:1][CH2:2][CH2:3]/[C:4](/[C:19]1[CH:24]=[CH:23][CH:22]=[CH:21][CH:20]=1)=[C:5](/[C:12]1[CH:17]=[CH:16][C:15]([NH2:18])=[CH:14][CH:13]=1)\[C:6]1[CH:11]=[CH:10][CH:9]=[CH:8][CH:7]=1.Br[CH2:26][C:27]([O:29][CH2:30][CH3:31])=[O:28].C([O-])(=O)C.[Na+]. (3) Given the product [CH3:1][S:2]([O:27][CH2:26][CH2:25][C:23]1[CH:22]=[CH:21][C:18]2[O:19][CH2:20][C@@H:15]([CH2:14][O:13][CH2:6][C:7]3[CH:8]=[CH:9][CH:10]=[CH:11][CH:12]=3)[O:16][C:17]=2[CH:24]=1)(=[O:4])=[O:3], predict the reactants needed to synthesize it. The reactants are: [CH3:1][S:2](Cl)(=[O:4])=[O:3].[CH2:6]([O:13][CH2:14][C@@H:15]1[CH2:20][O:19][C:18]2[CH:21]=[CH:22][C:23]([CH2:25][CH2:26][OH:27])=[CH:24][C:17]=2[O:16]1)[C:7]1[CH:12]=[CH:11][CH:10]=[CH:9][CH:8]=1.Cl. (4) Given the product [CH3:39][N:40]([CH2:30][C:28]1[C:27]([C:32]2[CH:33]=[CH:34][C:35]([CH3:38])=[CH:36][CH:37]=2)=[N:26][N:25]([C:23]2[CH:22]=[CH:21][N:20]=[C:19]([NH:18][C:4]3[C:3]([O:2][CH3:1])=[CH:8][C:7]([N:9]4[CH2:14][CH2:13][O:12][CH2:11][CH2:10]4)=[C:6]([NH:15][C:3](=[O:2])[CH:4]=[CH2:5])[CH:5]=3)[N:24]=2)[CH:29]=1)[CH3:41], predict the reactants needed to synthesize it. The reactants are: [CH3:1][O:2][C:3]1[CH:8]=[C:7]([N:9]2[CH2:14][CH2:13][O:12][CH2:11][CH2:10]2)[C:6]([N+:15]([O-])=O)=[CH:5][C:4]=1[NH:18][C:19]1[N:24]=[C:23]([N:25]2[CH:29]=[C:28]([CH:30]=O)[C:27]([C:32]3[CH:37]=[CH:36][C:35]([CH3:38])=[CH:34][CH:33]=3)=[N:26]2)[CH:22]=[CH:21][N:20]=1.[CH3:39][NH:40][CH3:41].